Dataset: NCI-60 drug combinations with 297,098 pairs across 59 cell lines. Task: Regression. Given two drug SMILES strings and cell line genomic features, predict the synergy score measuring deviation from expected non-interaction effect. (1) Drug 2: C1=CC=C(C(=C1)C(C2=CC=C(C=C2)Cl)C(Cl)Cl)Cl. Synergy scores: CSS=-3.59, Synergy_ZIP=2.51, Synergy_Bliss=0.691, Synergy_Loewe=-4.08, Synergy_HSA=-4.03. Cell line: A549. Drug 1: CC1=C(C=C(C=C1)NC(=O)C2=CC=C(C=C2)CN3CCN(CC3)C)NC4=NC=CC(=N4)C5=CN=CC=C5. (2) Drug 1: C1=C(C(=O)NC(=O)N1)N(CCCl)CCCl. Drug 2: CC1CCCC2(C(O2)CC(NC(=O)CC(C(C(=O)C(C1O)C)(C)C)O)C(=CC3=CSC(=N3)C)C)C. Cell line: MCF7. Synergy scores: CSS=28.4, Synergy_ZIP=1.98, Synergy_Bliss=2.30, Synergy_Loewe=3.29, Synergy_HSA=3.44. (3) Drug 1: CC1=C2C(C(=O)C3(C(CC4C(C3C(C(C2(C)C)(CC1OC(=O)C(C(C5=CC=CC=C5)NC(=O)OC(C)(C)C)O)O)OC(=O)C6=CC=CC=C6)(CO4)OC(=O)C)O)C)O. Drug 2: COC1=C2C(=CC3=C1OC=C3)C=CC(=O)O2. Cell line: OVCAR-4. Synergy scores: CSS=6.14, Synergy_ZIP=-6.00, Synergy_Bliss=-5.37, Synergy_Loewe=-32.7, Synergy_HSA=-6.94.